Dataset: Forward reaction prediction with 1.9M reactions from USPTO patents (1976-2016). Task: Predict the product of the given reaction. (1) Given the reactants C(O)(C(F)(F)F)=O.[Cl:8][C:9]1[CH:35]=[N:34][C:12]2[N:13]=[C:14]([N:20]3[CH2:25][C@@H:24]4[CH2:26][C@H:21]3[CH2:22][N:23]4C(OC(C)(C)C)=O)[C:15]3[N:16]([CH:17]=[N:18][N:19]=3)[C:11]=2[CH:10]=1, predict the reaction product. The product is: [C@H:21]12[CH2:26][C@H:24]([NH:23][CH2:22]1)[CH2:25][N:20]2[C:14]1[C:15]2[N:16]([CH:17]=[N:18][N:19]=2)[C:11]2[CH:10]=[C:9]([Cl:8])[CH:35]=[N:34][C:12]=2[N:13]=1. (2) Given the reactants [CH3:1][S:2]([O:5][C:6]1[CH:11]=[CH:10][C:9]([C:12]2([C:20]3[CH:21]=[N:22][CH:23]=[C:24](Br)[CH:25]=3)[C:16](=[O:17])[N:15]([CH3:18])[C:14]([NH2:19])=[N:13]2)=[CH:8][CH:7]=1)(=[O:4])=[O:3].[F:27][C:28]1[CH:33]=[CH:32][C:31]([O:34][CH3:35])=[CH:30][C:29]=1B(O)O.C(=O)([O-])[O-].[K+].[K+], predict the reaction product. The product is: [CH3:1][S:2]([O:5][C:6]1[CH:11]=[CH:10][C:9]([C:12]2([C:20]3[CH:21]=[N:22][CH:23]=[C:24]([C:29]4[CH:30]=[C:31]([O:34][CH3:35])[CH:32]=[CH:33][C:28]=4[F:27])[CH:25]=3)[C:16](=[O:17])[N:15]([CH3:18])[C:14]([NH2:19])=[N:13]2)=[CH:8][CH:7]=1)(=[O:4])=[O:3].